From a dataset of Blood-brain barrier permeability classification from the B3DB database. Regression/Classification. Given a drug SMILES string, predict its absorption, distribution, metabolism, or excretion properties. Task type varies by dataset: regression for continuous measurements (e.g., permeability, clearance, half-life) or binary classification for categorical outcomes (e.g., BBB penetration, CYP inhibition). Dataset: b3db_classification. (1) The compound is O=C(CCCN1CCN(c2ccccn2)CC1)c1ccc(F)cc1. The result is 1 (penetrates BBB). (2) The result is 1 (penetrates BBB). The compound is CCN=C1Nc2ccc(Cl)cc2[C@](C)(c2ccccc2)O1. (3) The compound is CC1CCC(C(C)C)C(O)C1. The result is 0 (does not penetrate BBB). (4) The result is 1 (penetrates BBB). The compound is O=C1CN=C(c2ccccc2F)c2cc(Cl)ccc2N1CC(O)CO. (5) The compound is COc1cccc([C@@]2(O)CCCC[C@H]2CN(C)C)c1. The result is 1 (penetrates BBB). (6) The drug is CCC1(CC)C(=O)NC=C(C)C1=O. The result is 1 (penetrates BBB). (7) The drug is c1cc(CN2CCCCC2)cc(OCCCNc2nccs2)c1. The result is 1 (penetrates BBB). (8) The result is 1 (penetrates BBB). The drug is CC1[C@H]2C(=O)c3ccc(O)cc3[C@]1(C)CCN2CC1CC1. (9) The compound is CN(C)CC[C@@]1(c2ccccc2)C=Cc2ccccc21. The result is 1 (penetrates BBB). (10) The molecule is O=C1COC(N2CCN=C(c3ccccc3Cl)c3cc(Cl)ccc32)=N1. The result is 1 (penetrates BBB).